From a dataset of NCI-60 drug combinations with 297,098 pairs across 59 cell lines. Regression. Given two drug SMILES strings and cell line genomic features, predict the synergy score measuring deviation from expected non-interaction effect. (1) Drug 1: CC(CN1CC(=O)NC(=O)C1)N2CC(=O)NC(=O)C2. Drug 2: C1=CN(C(=O)N=C1N)C2C(C(C(O2)CO)O)O.Cl. Cell line: PC-3. Synergy scores: CSS=28.3, Synergy_ZIP=-9.86, Synergy_Bliss=-6.70, Synergy_Loewe=-2.77, Synergy_HSA=-1.51. (2) Drug 2: COC1=C(C=C2C(=C1)N=CN=C2NC3=CC(=C(C=C3)F)Cl)OCCCN4CCOCC4. Cell line: HCT116. Synergy scores: CSS=77.8, Synergy_ZIP=17.9, Synergy_Bliss=17.5, Synergy_Loewe=2.47, Synergy_HSA=20.2. Drug 1: CC1=C2C(C(=O)C3(C(CC4C(C3C(C(C2(C)C)(CC1OC(=O)C(C(C5=CC=CC=C5)NC(=O)OC(C)(C)C)O)O)OC(=O)C6=CC=CC=C6)(CO4)OC(=O)C)OC)C)OC. (3) Synergy scores: CSS=11.4, Synergy_ZIP=2.72, Synergy_Bliss=12.4, Synergy_Loewe=1.66, Synergy_HSA=7.25. Drug 2: C1=CC(=CC=C1CC(C(=O)O)N)N(CCCl)CCCl.Cl. Cell line: TK-10. Drug 1: CN(C)C1=NC(=NC(=N1)N(C)C)N(C)C. (4) Drug 1: C1CCC(C1)C(CC#N)N2C=C(C=N2)C3=C4C=CNC4=NC=N3. Synergy scores: CSS=1.53, Synergy_ZIP=-4.19, Synergy_Bliss=-4.18, Synergy_Loewe=-5.10, Synergy_HSA=-4.29. Drug 2: C1=NC2=C(N=C(N=C2N1C3C(C(C(O3)CO)O)O)F)N. Cell line: DU-145. (5) Drug 1: C1C(C(OC1N2C=NC3=C(N=C(N=C32)Cl)N)CO)O. Drug 2: C1CN(CCN1C(=O)CCBr)C(=O)CCBr. Cell line: CAKI-1. Synergy scores: CSS=35.5, Synergy_ZIP=-7.79, Synergy_Bliss=0.676, Synergy_Loewe=-8.24, Synergy_HSA=-4.27. (6) Drug 1: C1=CC(=CC=C1CCCC(=O)O)N(CCCl)CCCl. Drug 2: C(CN)CNCCSP(=O)(O)O. Cell line: CAKI-1. Synergy scores: CSS=40.1, Synergy_ZIP=-7.41, Synergy_Bliss=-5.23, Synergy_Loewe=-4.25, Synergy_HSA=-0.319. (7) Drug 1: CN(C)C1=NC(=NC(=N1)N(C)C)N(C)C. Drug 2: C1=CC(=CC=C1CCCC(=O)O)N(CCCl)CCCl. Cell line: NCIH23. Synergy scores: CSS=37.5, Synergy_ZIP=-4.42, Synergy_Bliss=-8.73, Synergy_Loewe=-24.8, Synergy_HSA=-9.00. (8) Drug 1: C1CCC(CC1)NC(=O)N(CCCl)N=O. Drug 2: CCC1(C2=C(COC1=O)C(=O)N3CC4=CC5=C(C=CC(=C5CN(C)C)O)N=C4C3=C2)O.Cl. Cell line: A498. Synergy scores: CSS=20.8, Synergy_ZIP=-2.83, Synergy_Bliss=0.973, Synergy_Loewe=-4.04, Synergy_HSA=1.17. (9) Drug 1: C1=NNC2=C1C(=O)NC=N2. Drug 2: CC1C(C(CC(O1)OC2CC(CC3=C2C(=C4C(=C3O)C(=O)C5=CC=CC=C5C4=O)O)(C(=O)C)O)N)O. Cell line: HOP-62. Synergy scores: CSS=47.8, Synergy_ZIP=3.24, Synergy_Bliss=3.34, Synergy_Loewe=-24.3, Synergy_HSA=3.81. (10) Drug 1: C1CN1P(=S)(N2CC2)N3CC3. Drug 2: CC1C(C(CC(O1)OC2CC(OC(C2O)C)OC3=CC4=CC5=C(C(=O)C(C(C5)C(C(=O)C(C(C)O)O)OC)OC6CC(C(C(O6)C)O)OC7CC(C(C(O7)C)O)OC8CC(C(C(O8)C)O)(C)O)C(=C4C(=C3C)O)O)O)O. Cell line: T-47D. Synergy scores: CSS=37.6, Synergy_ZIP=-0.869, Synergy_Bliss=-0.274, Synergy_Loewe=-15.7, Synergy_HSA=-2.25.